This data is from Catalyst prediction with 721,799 reactions and 888 catalyst types from USPTO. The task is: Predict which catalyst facilitates the given reaction. (1) Reactant: C1C=CC(P(C2C=CC=CC=2)C2C=CC=CC=2)=CC=1.CCN(CC)CC.[CH2:27]([O:34][C:35]([NH:37][C@H:38]([C:51]([NH:53][CH2:54][C:55]([C:57]1[C:58]([O:67][CH3:68])=[N:59][C:60]2[C:65]([CH:66]=1)=[CH:64][CH:63]=[CH:62][CH:61]=2)=O)=[O:52])[CH2:39][CH2:40][CH2:41][CH2:42][CH2:43][C:44]([O:46][C:47]([CH3:50])([CH3:49])[CH3:48])=[O:45])=[O:36])[C:28]1[CH:33]=[CH:32][CH:31]=[CH:30][CH:29]=1. Product: [CH2:27]([O:34][C:35]([NH:37][C@H:38]([C:51]1[O:52][C:55]([C:57]2[C:58]([O:67][CH3:68])=[N:59][C:60]3[C:65]([CH:66]=2)=[CH:64][CH:63]=[CH:62][CH:61]=3)=[CH:54][N:53]=1)[CH2:39][CH2:40][CH2:41][CH2:42][CH2:43][C:44]([O:46][C:47]([CH3:49])([CH3:48])[CH3:50])=[O:45])=[O:36])[C:28]1[CH:29]=[CH:30][CH:31]=[CH:32][CH:33]=1. The catalyst class is: 2. (2) Product: [NH2:23][C@@H:13]1[CH2:12][CH2:11][C@@H:10]([C:4]2[CH:5]=[CH:6][CH:7]=[C:8]([F:9])[C:3]=2[F:2])[CH2:16][N:15]([CH2:17][C:18]([F:20])([F:21])[F:19])[C:14]1=[S:22]. Reactant: Cl.[F:2][C:3]1[C:8]([F:9])=[CH:7][CH:6]=[CH:5][C:4]=1[C@H:10]1[CH2:16][N:15]([CH2:17][C:18]([F:21])([F:20])[F:19])[C:14](=[S:22])[C@H:13]([NH:23]C(=O)OC(C)(C)C)[CH2:12][CH2:11]1. The catalyst class is: 12. (3) Reactant: CC1(C)C(C)(C)OB([C:9]2[CH:13]=[CH:12][O:11][C:10]=2[CH3:14])O1.Br[C:17]1[N:22]=[C:21]([N:23]2[CH2:28][C@H:27]([CH3:29])[O:26][C@H:25]([CH3:30])[CH2:24]2)[CH:20]=[CH:19][CH:18]=1.O.C(=O)([O-])[O-].[Na+].[Na+]. Product: [CH3:30][C@H:25]1[O:26][C@@H:27]([CH3:29])[CH2:28][N:23]([C:21]2[CH:20]=[CH:19][CH:18]=[C:17]([C:9]3[CH:13]=[CH:12][O:11][C:10]=3[CH3:14])[N:22]=2)[CH2:24]1. The catalyst class is: 77. (4) Reactant: [OH:1][C:2]1[C:3]([O:10][CH3:11])=[C:4]([CH:7]=[CH:8][CH:9]=1)[CH:5]=[O:6].C(=O)([O-])[O-].[K+].[K+].Br[CH2:19][C:20]1[CH:25]=[CH:24][C:23]([C:26]([F:29])([F:28])[F:27])=[CH:22][C:21]=1[C:30]([F:33])([F:32])[F:31].O. Product: [F:31][C:30]([F:32])([F:33])[C:21]1[CH:22]=[C:23]([C:26]([F:29])([F:27])[F:28])[CH:24]=[CH:25][C:20]=1[CH2:19][O:1][C:2]1[C:3]([O:10][CH3:11])=[C:4]([CH:7]=[CH:8][CH:9]=1)[CH:5]=[O:6]. The catalyst class is: 9. (5) Reactant: [C:1]([O:5][C:6]([NH:8][CH:9]1[CH:13]([OH:14])[CH2:12][N:11]([C:15]([O:17][CH2:18][C:19]2[CH:24]=[CH:23][CH:22]=[CH:21][CH:20]=2)=[O:16])[CH2:10]1)=[O:7])([CH3:4])([CH3:3])[CH3:2].[H-].[Na+].[CH2:27](Br)[CH:28]=[CH2:29].O. Product: [CH2:29]([O:14][C@@H:13]1[C@@H:9]([NH:8][C:6]([O:5][C:1]([CH3:4])([CH3:2])[CH3:3])=[O:7])[CH2:10][N:11]([C:15]([O:17][CH2:18][C:19]2[CH:24]=[CH:23][CH:22]=[CH:21][CH:20]=2)=[O:16])[CH2:12]1)[CH:28]=[CH2:27]. The catalyst class is: 1. (6) Reactant: [CH3:1][O:2][C:3]([NH:5][CH2:6][CH2:7][CH2:8][N:9]1[C:13]([C:14]2[CH:19]=[CH:18][CH:17]=[CH:16][N:15]=2)=[CH:12][C:11]([C:20]([O:22][CH3:23])=[O:21])=[N:10]1)=[O:4].[Br:24]N1C(=O)CCC1=O.O. The catalyst class is: 9. Product: [Br:24][C:12]1[C:11]([C:20]([O:22][CH3:23])=[O:21])=[N:10][N:9]([CH2:8][CH2:7][CH2:6][NH:5][C:3]([O:2][CH3:1])=[O:4])[C:13]=1[C:14]1[CH:19]=[CH:18][CH:17]=[CH:16][N:15]=1. (7) Reactant: [NH2:1][C:2]1[S:3][C:4]([C:8]([O:10]CC)=[O:9])=[C:5]([CH3:7])[N:6]=1.O1CCCC1.[OH-].[Na+]. Product: [NH2:1][C:2]1[S:3][C:4]([C:8]([OH:10])=[O:9])=[C:5]([CH3:7])[N:6]=1. The catalyst class is: 6. (8) Reactant: [C:1]([C:5]1[CH:10]=[CH:9][C:8]([S:11](Cl)(=[O:13])=[O:12])=[CH:7][CH:6]=1)([CH3:4])([CH3:3])[CH3:2].[F:15][C:16]1[CH:17]=[CH:18][CH:19]=[C:20]2[C:25]=1[N:24]=[CH:23][CH:22]=[C:21]2[N:26]1[C:30]([NH2:31])=[CH:29][C:28]([CH3:32])=[N:27]1.ClCCl. Product: [C:1]([C:5]1[CH:10]=[CH:9][C:8]([S:11]([NH:31][C:30]2[N:26]([C:21]3[C:20]4[C:25](=[C:16]([F:15])[CH:17]=[CH:18][CH:19]=4)[N:24]=[CH:23][CH:22]=3)[N:27]=[C:28]([CH3:32])[CH:29]=2)(=[O:13])=[O:12])=[CH:7][CH:6]=1)([CH3:4])([CH3:3])[CH3:2]. The catalyst class is: 17.